From a dataset of Full USPTO retrosynthesis dataset with 1.9M reactions from patents (1976-2016). Predict the reactants needed to synthesize the given product. (1) Given the product [CH3:1][O:2][C:3]1[CH:8]=[CH:7][C:6]([CH3:9])=[CH:5][C:4]=1[CH2:10][CH2:14][C:15]([OH:19])=[O:18], predict the reactants needed to synthesize it. The reactants are: [CH3:1][O:2][C:3]1[CH:8]=[CH:7][C:6]([CH3:9])=[CH:5][C:4]=1[C:10](=[CH2:14])C(O)=O.[C:15]([OH:19])(=[O:18])C=C. (2) Given the product [NH2:17][C:15]1[N:16]=[C:11]([C:10](=[O:22])[C:9]([C:3]2[CH:4]=[CH:5][C:6]([F:8])=[CH:7][C:2]=2[F:1])=[O:42])[CH:12]=[CH:13][C:14]=1[N+:18]([O-:20])=[O:19], predict the reactants needed to synthesize it. The reactants are: [F:1][C:2]1[CH:7]=[C:6]([F:8])[CH:5]=[CH:4][C:3]=1[C:9]#[C:10][C:11]1[N:16]=[C:15]([NH2:17])[C:14]([N+:18]([O-:20])=[O:19])=[CH:13][CH:12]=1.[Mn]([O-])(=O)(=O)=[O:22].[K+].S([O-])([O-])(=O)=S.[Na+].[Na+].C(OC)(C)(C)C.[Cl-].[Na+].[OH2:42]. (3) Given the product [CH3:13][Si:14]([CH3:16])([CH3:15])[O:12][C:2]1[CH:3]=[CH:4][C:5]2[C:10](=[CH:9][C:8]([O:11][Si:14]([CH3:16])([CH3:15])[CH3:13])=[CH:7][CH:6]=2)[CH:1]=1, predict the reactants needed to synthesize it. The reactants are: [CH:1]1[C:10]2[C:5](=[CH:6][CH:7]=[C:8]([OH:11])[CH:9]=2)[CH:4]=[CH:3][C:2]=1[OH:12].[CH3:13][Si:14](Cl)([CH3:16])[CH3:15]. (4) Given the product [OH:9][C:3]1[C:4]([CH3:8])=[CH:5][C:6]([N:17]2[C:21](=[O:22])[N:20]([C:23]3[CH:28]=[CH:27][CH:26]=[CH:25][CH:24]=3)[C:19](=[O:29])[NH:18]2)=[CH:7][C:2]=1[CH3:1], predict the reactants needed to synthesize it. The reactants are: [CH3:1][C:2]1[CH:7]=[CH:6][CH:5]=[C:4]([CH3:8])[C:3]=1[OH:9].OC1C=CC([N:17]2[C:21](=[O:22])[N:20]([C:23]3[CH:28]=[CH:27][CH:26]=[CH:25][CH:24]=3)[C:19](=[O:29])[NH:18]2)=CC=1. (5) Given the product [Cl:16][C:17]1[CH:18]=[C:19]2[C:23](=[CH:24][CH:25]=1)[N:22]([CH3:26])[C:21]([C:27]1[CH:32]=[CH:31][C:30]([Cl:33])=[CH:29][CH:28]=1)=[C:20]2[CH2:34][CH2:35][C:36]([N:11]1[CH2:12][CH2:13][C:8]([CH2:7][C:1]2[CH:2]=[CH:3][CH:4]=[CH:5][CH:6]=2)([OH:14])[CH2:9][CH2:10]1)=[NH:40], predict the reactants needed to synthesize it. The reactants are: [C:1]1([CH2:7][C:8]2([OH:14])[CH2:13][CH2:12][NH:11][CH2:10][CH2:9]2)[CH:6]=[CH:5][CH:4]=[CH:3][CH:2]=1.Cl.[Cl:16][C:17]1[CH:18]=[C:19]2[C:23](=[CH:24][CH:25]=1)[N:22]([CH3:26])[C:21]([C:27]1[CH:32]=[CH:31][C:30]([Cl:33])=[CH:29][CH:28]=1)=[C:20]2[CH2:34][CH2:35][C:36](=[NH:40])OCC. (6) Given the product [C:1]([C:5]1[CH:6]=[C:7]([C@H:11]2[CH2:16][C@@H:15]([C:17]3[O:21][NH:20][C:19](=[O:22])[CH:18]=3)[CH2:14][CH2:13][NH:12]2)[CH:8]=[CH:9][CH:10]=1)([CH3:4])([CH3:2])[CH3:3], predict the reactants needed to synthesize it. The reactants are: [C:1]([C:5]1[CH:6]=[C:7]([C@H:11]2[CH2:16][C@@H:15]([C:17]3[O:21][NH:20][C:19](=[O:22])[CH:18]=3)[CH2:14][CH2:13][N:12]2C(OC)=O)[CH:8]=[CH:9][CH:10]=1)([CH3:4])([CH3:3])[CH3:2].Br.